This data is from Peptide-MHC class I binding affinity with 185,985 pairs from IEDB/IMGT. The task is: Regression. Given a peptide amino acid sequence and an MHC pseudo amino acid sequence, predict their binding affinity value. This is MHC class I binding data. (1) The peptide sequence is ILGRYLPEF. The MHC is HLA-A01:01 with pseudo-sequence HLA-A01:01. The binding affinity (normalized) is 0.0847. (2) The peptide sequence is SPYNFFKRI. The MHC is HLA-B08:01 with pseudo-sequence HLA-B08:01. The binding affinity (normalized) is 0.441. (3) The peptide sequence is RLTILGKDA. The MHC is HLA-A02:03 with pseudo-sequence HLA-A02:03. The binding affinity (normalized) is 0.246.